This data is from Full USPTO retrosynthesis dataset with 1.9M reactions from patents (1976-2016). The task is: Predict the reactants needed to synthesize the given product. The reactants are: [NH:1]1[C:9]2[C:4](=[N:5][CH:6]=[C:7]([C:10]([O:12][CH2:13][C:14]3[CH:19]=[CH:18][CH:17]=[CH:16][CH:15]=3)=[O:11])[CH:8]=2)[CH:3]=[CH:2]1.[Br:20]N1C(=O)CCC1=O. Given the product [Br:20][C:3]1[C:4]2=[N:5][CH:6]=[C:7]([C:10]([O:12][CH2:13][C:14]3[CH:19]=[CH:18][CH:17]=[CH:16][CH:15]=3)=[O:11])[CH:8]=[C:9]2[NH:1][CH:2]=1, predict the reactants needed to synthesize it.